From a dataset of Reaction yield outcomes from USPTO patents with 853,638 reactions. Predict the reaction yield, written as a fraction of the theoretical maximum amount of product (1.0 means a 100% yield; for example, 0.34 means a 34% yield). (1) The catalyst is C1COCC1. The product is [Br:19][C:5]1[CH:4]=[C:3]2[C:8]([O:9][C:10]3[C:11]([F:18])=[CH:12][C:13]([O:16][CH3:17])=[CH:14][C:15]=3[C:2]32[CH2:20][CH2:21][O:22][C:33]([NH:32][C:30](=[O:31])[C:29]2[CH:28]=[CH:27][C:26]([N+:23]([O-:25])=[O:24])=[CH:36][CH:35]=2)=[N:1]3)=[CH:7][CH:6]=1. The reactants are [NH2:1][C:2]1([CH2:20][CH2:21][OH:22])[C:15]2[CH:14]=[C:13]([O:16][CH3:17])[CH:12]=[C:11]([F:18])[C:10]=2[O:9][C:8]2[C:3]1=[CH:4][C:5]([Br:19])=[CH:6][CH:7]=2.[N+:23]([C:26]1[CH:36]=[CH:35][C:29]([C:30]([N:32]=[C:33]=S)=[O:31])=[CH:28][CH:27]=1)([O-:25])=[O:24].C(Cl)CCl.O. The yield is 0.568. (2) The reactants are [C:1]([C:3]1[C:12]([N+:13]([O-])=O)=[CH:11][C:6]([C:7]([O:9][CH3:10])=[O:8])=[C:5]([CH3:16])[CH:4]=1)#[N:2]. The catalyst is C(O)(=O)C.[Fe]. The product is [NH2:13][C:12]1[C:3]([C:1]#[N:2])=[CH:4][C:5]([CH3:16])=[C:6]([CH:11]=1)[C:7]([O:9][CH3:10])=[O:8]. The yield is 0.910. (3) The reactants are [Cl:1][C:2]1[N:7]=[C:6](/[CH:8]=[C:9](/[C:11]2[CH:12]=[C:13]([NH:17][S:18]([C:21]3[C:26]([F:27])=[CH:25][CH:24]=[CH:23][C:22]=3[F:28])(=[O:20])=[O:19])[CH:14]=[CH:15][CH:16]=2)\O)[CH:5]=[CH:4][N:3]=1.C1C(=O)N(Br)C(=O)C1.[N:37]1([C:42](=[S:44])[NH2:43])[CH2:41][CH2:40][CH2:39][CH2:38]1. The catalyst is C(Cl)Cl. The product is [Cl:1][C:2]1[N:7]=[C:6]([C:8]2[S:44][C:42]([N:37]3[CH2:41][CH2:40][CH2:39][CH2:38]3)=[N:43][C:9]=2[C:11]2[CH:12]=[C:13]([NH:17][S:18]([C:21]3[C:26]([F:27])=[CH:25][CH:24]=[CH:23][C:22]=3[F:28])(=[O:20])=[O:19])[CH:14]=[CH:15][CH:16]=2)[CH:5]=[CH:4][N:3]=1. The yield is 0.410.